Dataset: Full USPTO retrosynthesis dataset with 1.9M reactions from patents (1976-2016). Task: Predict the reactants needed to synthesize the given product. (1) Given the product [F:25][C:6]1[CH:5]=[C:4]2[C:9]([CH:10]=[C:11]([C@@H:12]([NH:14][C:15]([C:16]3[CH:21]=[CH:20][CH:19]=[CH:18][C:17]=3[C:36]([OH:37])=[O:39])=[O:24])[CH3:13])[C:2]([C:31]3[CH:30]=[CH:29][CH:28]=[C:27]([F:26])[CH:32]=3)=[N:3]2)=[CH:8][CH:7]=1, predict the reactants needed to synthesize it. The reactants are: Cl[C:2]1[C:11]([C@@H:12]([N:14]2C(=O)[C:21]3[C:16](=[CH:17][CH:18]=[CH:19][CH:20]=3)[C:15]2=[O:24])[CH3:13])=[CH:10][C:9]2[C:4](=[CH:5][C:6]([F:25])=[CH:7][CH:8]=2)[N:3]=1.[F:26][C:27]1[CH:28]=[C:29](B(O)O)[CH:30]=[CH:31][CH:32]=1.[C:36](=[O:39])([O-])[O-:37].[Na+].[Na+].N#N. (2) Given the product [CH:22]1([NH:26][CH:1]([C:4]2[CH:9]=[CH:8][C:7]([C:10]3[NH:14][C:13]4[CH:15]=[CH:16][CH:17]=[C:18]([C:19]([NH2:21])=[O:20])[C:12]=4[N:11]=3)=[CH:6][CH:5]=2)[CH3:2])[CH2:25][CH2:24][CH2:23]1, predict the reactants needed to synthesize it. The reactants are: [C:1]([C:4]1[CH:9]=[CH:8][C:7]([C:10]2[NH:14][C:13]3[CH:15]=[CH:16][CH:17]=[C:18]([C:19]([NH2:21])=[O:20])[C:12]=3[N:11]=2)=[CH:6][CH:5]=1)(=O)[CH3:2].[CH:22]1([NH2:26])[CH2:25][CH2:24][CH2:23]1.C([BH3-])#N.[Na+].C(O)(=O)C. (3) Given the product [I:1][CH2:12][CH:11]([CH2:3][CH2:4][CH2:5][CH2:6][CH2:7][CH2:8][CH2:9][CH3:10])[CH2:14][CH2:15][CH2:16][CH2:17][CH2:18][CH2:19][CH2:20][CH2:21][CH2:22][CH3:23], predict the reactants needed to synthesize it. The reactants are: [I:1]I.[CH2:3]([CH:11]([CH2:14][CH2:15][CH2:16][CH2:17][CH2:18][CH2:19][CH2:20][CH2:21][CH2:22][CH3:23])[CH2:12]O)[CH2:4][CH2:5][CH2:6][CH2:7][CH2:8][CH2:9][CH3:10].C1(P(C2C=CC=CC=2)C2C=CC=CC=2)C=CC=CC=1.N1C=CN=C1.[O-]S([O-])=O.[Na+].[Na+]. (4) Given the product [F:1][C:2]([F:14])([F:13])[C:3]1[CH:8]=[CH:7][C:6]([CH2:9][CH2:10][NH:23][C:20]2[CH:21]=[N:22][C:17]([C:16]([F:25])([F:15])[F:24])=[CH:18][CH:19]=2)=[CH:5][CH:4]=1, predict the reactants needed to synthesize it. The reactants are: [F:1][C:2]([F:14])([F:13])[C:3]1[CH:8]=[CH:7][C:6]([CH2:9][C:10](O)=O)=[CH:5][CH:4]=1.[F:15][C:16]([F:25])([F:24])[C:17]1[N:22]=[CH:21][C:20]([NH2:23])=[CH:19][CH:18]=1. (5) Given the product [ClH:32].[F:27][C:9]1[CH:10]=[CH:11][C:12]2[O:13][C:14]3([C:5]4[C:6](=[N:35][N:34]([CH3:33])[CH:4]=4)[C:7]=2[CH:8]=1)[CH2:19][CH2:18][NH:17][CH2:16][CH2:15]3, predict the reactants needed to synthesize it. The reactants are: C(O[CH:4](OCC)[CH:5]1[C:14]2([CH2:19][CH2:18][N:17](C(OC(C)(C)C)=O)[CH2:16][CH2:15]2)[O:13][C:12]2[C:7](=[CH:8][C:9]([F:27])=[CH:10][CH:11]=2)[C:6]1=O)C.[ClH:32].[CH3:33][NH:34][NH2:35].